Dataset: Full USPTO retrosynthesis dataset with 1.9M reactions from patents (1976-2016). Task: Predict the reactants needed to synthesize the given product. (1) Given the product [Cl:1][C:2]1[CH:7]=[C:6]([C:8](=[O:12])[N:9]([CH3:10])[CH3:11])[CH:5]=[CH:4][C:3]=1[N:13]([CH3:33])[C:14]([C:16]1[S:32][C:19]2[C:20]3[CH:28]=[CH:27][C:26]([C:29]([NH:36][CH2:34][CH3:35])=[O:30])=[CH:25][C:21]=3[O:22][CH2:23][CH2:24][C:18]=2[CH:17]=1)=[O:15], predict the reactants needed to synthesize it. The reactants are: [Cl:1][C:2]1[CH:7]=[C:6]([C:8](=[O:12])[N:9]([CH3:11])[CH3:10])[CH:5]=[CH:4][C:3]=1[N:13]([CH3:33])[C:14]([C:16]1[S:32][C:19]2[C:20]3[CH:28]=[CH:27][C:26]([C:29](O)=[O:30])=[CH:25][C:21]=3[O:22][CH2:23][CH2:24][C:18]=2[CH:17]=1)=[O:15].[CH2:34]([NH2:36])[CH3:35].N1C=CC=CC=1. (2) Given the product [CH:17]1([N:20]2[C:28]3[CH:27]=[CH:26][N:25]=[CH:24][C:23]=3[N:22]([CH2:15][C:7]3[N:6]([CH2:5][CH2:4][CH2:3][CH2:2][F:1])[C:14]4[C:9]([N:8]=3)=[N:10][CH:11]=[CH:12][CH:13]=4)[C:21]2=[O:29])[CH2:19][CH2:18]1, predict the reactants needed to synthesize it. The reactants are: [F:1][CH2:2][CH2:3][CH2:4][CH2:5][N:6]1[C:14]2[C:9](=[N:10][CH:11]=[CH:12][CH:13]=2)[N:8]=[C:7]1[CH2:15]O.[CH:17]1([N:20]2[C:28]3[CH:27]=[CH:26][N:25]=[CH:24][C:23]=3[NH:22][C:21]2=[O:29])[CH2:19][CH2:18]1.C1(P(C2C=CC=CC=2)C2C=CC=CC=2)C=CC=CC=1.N(C([O-])=O)=NC([O-])=O. (3) The reactants are: [CH3:1][S:2]([O:5][CH2:6][C:7]1([C:22]2[CH:27]=[CH:26][CH:25]=[CH:24][CH:23]=2)[CH2:13][CH:12]2[N:14]([C:15]([O:17][C:18]([CH3:21])([CH3:20])[CH3:19])=[O:16])[CH:9]([CH2:10][CH2:11]2)[CH2:8]1)(=[O:4])=[O:3]. Given the product [CH:22]1([C:7]2([CH2:6][O:5][S:2]([CH3:1])(=[O:4])=[O:3])[CH2:13][CH:12]3[N:14]([C:15]([O:17][C:18]([CH3:21])([CH3:20])[CH3:19])=[O:16])[CH:9]([CH2:10][CH2:11]3)[CH2:8]2)[CH2:23][CH2:24][CH2:25][CH2:26][CH2:27]1, predict the reactants needed to synthesize it.